Dataset: Catalyst prediction with 721,799 reactions and 888 catalyst types from USPTO. Task: Predict which catalyst facilitates the given reaction. (1) Reactant: [Br:1][C:2]1[CH:7]=[CH:6][N:5]=[C:4]([C:8]([OH:10])=O)[CH:3]=1.[NH2:11][CH2:12][CH2:13][OH:14].C1C=CC2N(O)N=NC=2C=1.C(Cl)CCl.C(N(C(C)C)C(C)C)C. The catalyst class is: 85. Product: [Br:1][C:2]1[CH:7]=[CH:6][N:5]=[C:4]([C:8]([NH:11][CH2:12][CH2:13][OH:14])=[O:10])[CH:3]=1. (2) Reactant: [Cl:1][C:2]1[CH:3]=[CH:4][C:5]([CH:24]=[O:25])=[C:6]2[C:10]=1[N:9]=[C:8]1[N:11]([C:15]3[CH:20]=[CH:19][C:18]([O:21][CH3:22])=[CH:17][C:16]=3[Cl:23])[CH2:12][CH2:13][CH2:14][N:7]21.[CH2:26]([Mg]Br)[CH3:27]. Product: [Cl:1][C:2]1[C:10]2[N:9]=[C:8]3[N:11]([C:15]4[CH:20]=[CH:19][C:18]([O:21][CH3:22])=[CH:17][C:16]=4[Cl:23])[CH2:12][CH2:13][CH2:14][N:7]3[C:6]=2[C:5]([CH:24]([OH:25])[CH2:26][CH3:27])=[CH:4][CH:3]=1. The catalyst class is: 7. (3) Reactant: [F:1][C:2]1[CH:7]=[CH:6][C:5]([N:8]2[C:11](=[O:12])[C@H:10]([S:13][CH2:14][C:15]([C:17]3[CH:22]=[CH:21][C:20]([F:23])=[CH:19][CH:18]=3)=[O:16])[C@H:9]2[C:24]2[CH:38]=[CH:37][C:27]([O:28][CH2:29]C(NCC(O)=O)=O)=[CH:26][CH:25]=2)=[CH:4][CH:3]=1.[CH3:39][N:40]1CC[O:43][CH2:42][CH2:41]1.CN(C([O:53]N1N=NC2C=CC=CC1=2)=[N+](C)C)C.[B-](F)(F)(F)F.[NH2:68][C@H:69]([CH2:73][CH2:74][C:75]1[CH:80]=[CH:79][CH:78]=[CH:77][CH:76]=1)[C:70]([OH:72])=[O:71].[BH4-].[Na+].C([O-])(=O)C.[NH4+]. Product: [F:1][C:2]1[CH:3]=[CH:4][C:5]([N:8]2[C:11](=[O:12])[C@H:10]([S:13][CH2:14][CH:15]([C:17]3[CH:22]=[CH:21][C:20]([F:23])=[CH:19][CH:18]=3)[OH:16])[C@H:9]2[C:24]2[CH:25]=[CH:26][C:27]([O:28][CH2:29][C:39]([NH:40][CH2:41][C:42]([NH:68][C@H:69]([CH2:73][CH2:74][C:75]3[CH:80]=[CH:79][CH:78]=[CH:77][CH:76]=3)[C:70]([OH:72])=[O:71])=[O:43])=[O:53])=[CH:37][CH:38]=2)=[CH:6][CH:7]=1. The catalyst class is: 121. (4) Reactant: [CH3:1][N:2]1[C:11]2[C:6](=[CH:7][CH:8]=[CH:9][N:10]=2)[CH:5]=[C:4]([C:12]([O:14]C2CCCC(=O)C=2)=O)[C:3]1=[O:22].[CH2:23](N(CC)CC)[CH3:24].C[C:31]([CH3:35])([OH:34])[C:32]#N.[C:36](=[O:39])([O-])O.[Na+]. Product: [OH:39][C:36]1[CH2:24][CH2:23][CH2:35][C:31](=[O:34])[C:32]=1[C:12]([C:4]1[C:3](=[O:22])[N:2]([CH3:1])[C:11]2[C:6]([CH:5]=1)=[CH:7][CH:8]=[CH:9][N:10]=2)=[O:14]. The catalyst class is: 10. (5) Reactant: [NH3:1].[Cl:2][C:3]1[CH:8]=[CH:7][C:6]([Cl:9])=[CH:5][C:4]=1[S:10](Cl)(=[O:12])=[O:11].Cl. Product: [Cl:2][C:3]1[CH:8]=[CH:7][C:6]([Cl:9])=[CH:5][C:4]=1[S:10]([NH2:1])(=[O:12])=[O:11]. The catalyst class is: 10. (6) Reactant: C([SiH](CC)CC)C.C(O)(C(F)(F)F)=O.[NH2:15][C:16]1[CH:24]=[CH:23][CH:22]=[C:21]2[C:17]=1[CH:18](O)[N:19]([CH2:26][C:27]1[CH:28]=[C:29]([CH2:33][C:34]#[N:35])[CH:30]=[CH:31][CH:32]=1)[C:20]2=[O:25]. Product: [NH2:15][C:16]1[CH:24]=[CH:23][CH:22]=[C:21]2[C:17]=1[CH2:18][N:19]([CH2:26][C:27]1[CH:28]=[C:29]([CH2:33][C:34]#[N:35])[CH:30]=[CH:31][CH:32]=1)[C:20]2=[O:25]. The catalyst class is: 4. (7) The catalyst class is: 12. Product: [Cl:16][C:4]1[C:3]2[C:2]([Cl:1])=[CH:12][CH:11]=[CH:10][C:9]=2[S:6](=[O:8])(=[O:7])[N:5]=1. Reactant: [Cl:1][C:2]1[CH:12]=[CH:11][CH:10]=[C:9]2[C:3]=1[C:4](=O)[NH:5][S:6]2(=[O:8])=[O:7].S(Cl)([Cl:16])=O.CN(C)C=O. (8) Reactant: [NH:1]1[CH2:5][CH2:4][CH2:3][CH2:2]1.[Si:6]([O:13][C:14]1[C:15]([F:22])=[C:16]([CH:19]=[CH:20][CH:21]=1)[CH:17]=O)([C:9]([CH3:12])([CH3:11])[CH3:10])([CH3:8])[CH3:7].C(O[BH-](OC(=O)C)OC(=O)C)(=O)C.[Na+].O. Product: [Si:6]([O:13][C:14]1[C:15]([F:22])=[C:16]([CH:19]=[CH:20][CH:21]=1)[CH2:17][N:1]1[CH2:5][CH2:4][CH2:3][CH2:2]1)([C:9]([CH3:12])([CH3:11])[CH3:10])([CH3:8])[CH3:7]. The catalyst class is: 4.